This data is from Forward reaction prediction with 1.9M reactions from USPTO patents (1976-2016). The task is: Predict the product of the given reaction. (1) The product is: [Cl:1][C:2]1[CH:7]=[CH:6][CH:5]=[CH:4][C:3]=1/[CH:8]=[CH:9]/[CH:10]1[CH2:11][CH2:12][N:13]([C:24](=[O:25])[CH2:23][N:17]2[CH2:22][CH2:21][O:20][CH2:19][CH2:18]2)[CH2:14][CH2:15]1. Given the reactants [Cl:1][C:2]1[CH:7]=[CH:6][CH:5]=[CH:4][C:3]=1/[CH:8]=[CH:9]/[CH:10]1[CH2:15][CH2:14][NH:13][CH2:12][CH2:11]1.Cl.[N:17]1([CH2:23][C:24](O)=[O:25])[CH2:22][CH2:21][O:20][CH2:19][CH2:18]1.Cl.C(N=C=NCCCN(C)C)C.O.ON1C2C=CC=CC=2N=N1.C(=O)([O-])[O-].[K+].[K+], predict the reaction product. (2) Given the reactants F[C:2]1[CH:7]=[CH:6][CH:5]=[CH:4][C:3]=1[N+:8]([O-:10])=[O:9].C(=O)([O-])[O-].[K+].[K+].[Cl:17][C:18]1[CH:23]=[C:22]([Cl:24])[CH:21]=[CH:20][C:19]=1[OH:25], predict the reaction product. The product is: [Cl:17][C:18]1[CH:23]=[C:22]([Cl:24])[CH:21]=[CH:20][C:19]=1[O:25][C:2]1[CH:7]=[CH:6][CH:5]=[CH:4][C:3]=1[N+:8]([O-:10])=[O:9]. (3) Given the reactants [NH2:1][C:2]1[C:3]([OH:11])=[C:4]([CH:8]=[CH:9][CH:10]=1)[C:5]([OH:7])=[O:6].[CH2:12](C(CC)(CC)C([O-])([O-])[O-])[CH3:13].[CH3:23][C:24]1C=CC(S(O)(=O)=O)=CC=1, predict the reaction product. The product is: [CH3:12][C:13]1[O:11][C:3]2[C:4]([C:5]([O:7][CH2:23][CH3:24])=[O:6])=[CH:8][CH:9]=[CH:10][C:2]=2[N:1]=1. (4) Given the reactants C(Cl)(=O)C(Cl)=O.CS(C)=O.[CH3:11][C:12]1[CH:13]=[C:14]([CH2:21][OH:22])[C:15]([CH2:19][OH:20])=[CH:16][C:17]=1[CH3:18].C(N(CC)CC)C, predict the reaction product. The product is: [CH3:18][C:17]1[CH:16]=[C:15]([CH:19]=[O:20])[C:14](=[CH:13][C:12]=1[CH3:11])[CH:21]=[O:22]. (5) Given the reactants [Cl:1][C:2]1[CH:7]=[CH:6][C:5]([C:8]2[CH:13]=[C:12]([CH3:14])[C:11]([N:15]3[C:24]4[C:19](=[CH:20][C:21]([S:25](OC5C(F)=C(F)C(F)=C(F)C=5F)(=[O:27])=[O:26])=[CH:22][CH:23]=4)[CH:18]=[CH:17][C:16]3=[O:40])=[CH:10][C:9]=2[F:41])=[CH:4][C:3]=1[CH3:42].C1COCC1.[N:48]1[CH:53]=[CH:52][CH:51]=[N:50][C:49]=1[NH2:54].C[Si]([N-][Si](C)(C)C)(C)C.[Li+], predict the reaction product. The product is: [Cl:1][C:2]1[CH:7]=[CH:6][C:5]([C:8]2[CH:13]=[C:12]([CH3:14])[C:11]([N:15]3[C:24]4[C:19](=[CH:20][C:21]([S:25]([NH:54][C:49]5[N:50]=[CH:51][CH:52]=[CH:53][N:48]=5)(=[O:27])=[O:26])=[CH:22][CH:23]=4)[CH:18]=[CH:17][C:16]3=[O:40])=[CH:10][C:9]=2[F:41])=[CH:4][C:3]=1[CH3:42]. (6) Given the reactants [Br:1][C:2]1[CH:3]=[C:4]([NH2:9])[C:5]([Cl:8])=[N:6][CH:7]=1.[CH3:10][S:11](Cl)(=[O:13])=[O:12], predict the reaction product. The product is: [Br:1][C:2]1[CH:3]=[C:4]([N:9]([S:11]([CH3:10])(=[O:13])=[O:12])[S:11]([CH3:10])(=[O:13])=[O:12])[C:5]([Cl:8])=[N:6][CH:7]=1. (7) Given the reactants [CH2:1]([O:8][C:9]1[CH:14]=[CH:13][C:12]([C@@H:15]([OH:18])[CH2:16][Br:17])=[CH:11][C:10]=1[CH2:19][O:20][Si:21]([C:24]([CH3:27])([CH3:26])[CH3:25])([CH3:23])[CH3:22])[C:2]1[CH:7]=[CH:6][CH:5]=[CH:4][CH:3]=1.[CH3:28][C:29]([Si:32](Cl)([CH3:34])[CH3:33])([CH3:31])[CH3:30], predict the reaction product. The product is: [CH2:1]([O:8][C:9]1[CH:14]=[CH:13][C:12]([C@@H:15]([O:18][Si:32]([C:29]([CH3:31])([CH3:30])[CH3:28])([CH3:34])[CH3:33])[CH2:16][Br:17])=[CH:11][C:10]=1[CH2:19][O:20][Si:21]([C:24]([CH3:27])([CH3:26])[CH3:25])([CH3:22])[CH3:23])[C:2]1[CH:3]=[CH:4][CH:5]=[CH:6][CH:7]=1. (8) The product is: [I:1][C:2]1[CH:6]=[CH:5][N:4]([C:7]2[CH:12]=[CH:11][N:10]=[C:9]([C:13]#[N:15])[CH:8]=2)[N:3]=1. Given the reactants [I:1][C:2]1[CH:6]=[CH:5][N:4]([C:7]2[CH:12]=[CH:11][N:10]=[C:9]([C:13]([NH2:15])=O)[CH:8]=2)[N:3]=1.N1C=CC=CC=1.FC(F)(F)C(OC(=O)C(F)(F)F)=O, predict the reaction product. (9) The product is: [C:35]([O:34][C:32](=[O:33])[N:11]([CH2:10][C@@H:9]([C:5]1[CH:6]=[CH:7][CH:8]=[C:3]([Cl:2])[CH:4]=1)[OH:31])[C@@H:12]([CH2:13][C:14]1[CH:15]=[CH:16][C:17]([O:18][C:19]2[C:20]([C:21]#[N:22])=[CH:23][CH:24]=[CH:25][N:26]=2)=[CH:27][CH:28]=1)[CH2:29][OH:30])([CH3:38])([CH3:37])[CH3:36]. Given the reactants Cl.[Cl:2][C:3]1[CH:4]=[C:5]([C@@H:9]([OH:31])[CH2:10][NH:11][C@H:12]([CH2:29][OH:30])[CH2:13][C:14]2[CH:28]=[CH:27][C:17]([O:18][C:19]3[N:26]=[CH:25][CH:24]=[CH:23][C:20]=3[C:21]#[N:22])=[CH:16][CH:15]=2)[CH:6]=[CH:7][CH:8]=1.[C:32](O[C:32]([O:34][C:35]([CH3:38])([CH3:37])[CH3:36])=[O:33])([O:34][C:35]([CH3:38])([CH3:37])[CH3:36])=[O:33].C(N(CC)CC)C.O, predict the reaction product. (10) Given the reactants C[O:2][C:3]1[CH:4]=[CH:5][C:6]2[C:10]([O:11][C:12]3[CH:17]=[CH:16][C:15]([CH2:18][CH2:19][C:20]([O:22]C(C)(C)C)=[O:21])=[CH:14][CH:13]=3)=[C:9]([C:27]3[CH:32]=[CH:31][C:30]([O:33]C)=[CH:29][CH:28]=3)[S:8][C:7]=2[CH:35]=1.B(Br)(Br)Br, predict the reaction product. The product is: [OH:2][C:3]1[CH:4]=[CH:5][C:6]2[C:10]([O:11][C:12]3[CH:17]=[CH:16][C:15]([CH2:18][CH2:19][C:20]([OH:22])=[O:21])=[CH:14][CH:13]=3)=[C:9]([C:27]3[CH:28]=[CH:29][C:30]([OH:33])=[CH:31][CH:32]=3)[S:8][C:7]=2[CH:35]=1.